Dataset: Reaction yield outcomes from USPTO patents with 853,638 reactions. Task: Predict the reaction yield, written as a fraction of the theoretical maximum amount of product (1.0 means a 100% yield; for example, 0.34 means a 34% yield). (1) The yield is 0.850. The product is [C:25]1([CH3:36])[CH:26]=[CH:27][C:28]([S:31]([O-:34])(=[O:32])=[O:33])=[CH:29][CH:30]=1.[C:19]1([S+:12]([C:6]2[CH:7]=[CH:8][CH:9]=[CH:10][CH:11]=2)[C:13]2[CH:18]=[CH:17][CH:16]=[CH:15][CH:14]=2)[CH:20]=[CH:21][CH:22]=[CH:23][CH:24]=1. The catalyst is C(#N)C. The reactants are C([O-])(=O)CC.[C:6]1([S+:12]([C:19]2[CH:24]=[CH:23][CH:22]=[CH:21][CH:20]=2)[C:13]2[CH:18]=[CH:17][CH:16]=[CH:15][CH:14]=2)[CH:11]=[CH:10][CH:9]=[CH:8][CH:7]=1.[C:25]1([CH3:36])[CH:30]=[CH:29][C:28]([S:31]([O:34]C)(=[O:33])=[O:32])=[CH:27][CH:26]=1. (2) The reactants are [F:1][C:2]1[CH:3]=[C:4]([C:10](=O)[CH2:11][C:12]2[CH:17]=[CH:16][CH:15]=[CH:14][CH:13]=2)[CH:5]=[CH:6][C:7]=1[O:8][CH3:9].[CH2:19]([O:21][C:22]1[CH:23]=[C:24]([CH:27]=[C:28]([N+:31]([O-:33])=[O:32])[C:29]=1[OH:30])[CH:25]=O)[CH3:20].[NH2:34][C:35]([NH2:37])=[O:36].Cl. The catalyst is CCO. The product is [CH2:19]([O:21][C:22]1[CH:23]=[C:24]([CH:25]2[C:11]([C:12]3[CH:17]=[CH:16][CH:15]=[CH:14][CH:13]=3)=[C:10]([C:4]3[CH:5]=[CH:6][C:7]([O:8][CH3:9])=[C:2]([F:1])[CH:3]=3)[NH:37][C:35](=[O:36])[NH:34]2)[CH:27]=[C:28]([N+:31]([O-:33])=[O:32])[C:29]=1[OH:30])[CH3:20]. The yield is 0.480.